This data is from Reaction yield outcomes from USPTO patents with 853,638 reactions. The task is: Predict the reaction yield, written as a fraction of the theoretical maximum amount of product (1.0 means a 100% yield; for example, 0.34 means a 34% yield). (1) The reactants are [Cl:1][C:2]1[C:3]([C:18]#[N:19])=[C:4]2[N:9]([C:10]=1[C:11]1[CH:12]=[N:13][CH:14]=[CH:15][CH:16]=1)[CH2:8][CH2:7][CH2:6][C:5]2=[O:17].[BH4-].[Na+]. The catalyst is CO. The product is [Cl:1][C:2]1[C:3]([C:18]#[N:19])=[C:4]2[N:9]([C:10]=1[C:11]1[CH:12]=[N:13][CH:14]=[CH:15][CH:16]=1)[CH2:8][CH2:7][CH2:6][CH:5]2[OH:17]. The yield is 0.700. (2) The reactants are [N+:1]([C:4]1[CH:5]=[C:6]2[C:14](=[CH:15][CH:16]=1)[NH:13][C:12]1[CH2:11][CH2:10][CH2:9][CH2:8][C:7]2=1)([O-])=O.C(O)C.O.O.[Sn](Cl)Cl. The catalyst is C(=O)(O)[O-].[Na+]. The product is [CH2:11]1[C:12]2[NH:13][C:14]3[C:6](=[CH:5][C:4]([NH2:1])=[CH:16][CH:15]=3)[C:7]=2[CH2:8][CH2:9][CH2:10]1. The yield is 0.950. (3) The product is [O:22]=[S:2]1[CH2:3][CH2:4][C:5]2[CH:10]=[CH:9][C:8]([N:11]3[CH2:15][C@H:14]([CH2:16][NH:17][C:18](=[O:20])[CH3:19])[O:13][C:12]3=[O:21])=[CH:7][C:6]=2[CH2:1]1. The yield is 0.930. The reactants are [CH2:1]1[C:6]2[CH:7]=[C:8]([N:11]3[CH2:15][C@H:14]([CH2:16][NH:17][C:18](=[O:20])[CH3:19])[O:13][C:12]3=[O:21])[CH:9]=[CH:10][C:5]=2[CH2:4][CH2:3][S:2]1.[OH2:22]. The catalyst is CO.[Cl-].[Na+].O.